This data is from Catalyst prediction with 721,799 reactions and 888 catalyst types from USPTO. The task is: Predict which catalyst facilitates the given reaction. (1) Reactant: Br[CH2:2][C:3]([C:5]1[CH:10]=[CH:9][C:8]([Br:11])=[CH:7][CH:6]=1)=[O:4].[S-:12][C:13]#[N:14].[K+].O. Product: [Br:11][C:8]1[CH:9]=[CH:10][C:5]([C:3](=[O:4])[CH2:2][S:12][C:13]#[N:14])=[CH:6][CH:7]=1. The catalyst class is: 8. (2) Reactant: [Br:1][C:2]1[CH:7]=[C:6]([CH:8]=[O:9])[CH:5]=[CH:4][N:3]=1.[CH2:10]([Mg]Cl)[CH3:11].CCOCC. Product: [Br:1][C:2]1[CH:7]=[C:6]([CH:8]([OH:9])[CH2:10][CH3:11])[CH:5]=[CH:4][N:3]=1. The catalyst class is: 1.